This data is from Reaction yield outcomes from USPTO patents with 853,638 reactions. The task is: Predict the reaction yield, written as a fraction of the theoretical maximum amount of product (1.0 means a 100% yield; for example, 0.34 means a 34% yield). (1) The reactants are [C:1]([NH:9][C:10]1[C:11]2[N:12]=[CH:13][N:14]([C:23]=2[N:24]=[CH:25][N:26]=1)[C@@H:15]1[O:22][C@H:19]([CH2:20][OH:21])[C@@H:17]([OH:18])[CH2:16]1)(=[O:8])[C:2]1[CH:7]=[CH:6][CH:5]=[CH:4][CH:3]=1.[C:27]([C:35]1[CH:36]=[CH:37][C:38]([N+:48]([O-:50])=[O:49])=[C:39]([CH:41]([CH3:47])[CH2:42][O:43][C:44](Cl)=[O:45])[CH:40]=1)(=[O:34])[C:28]1[CH:33]=[CH:32][CH:31]=[CH:30][CH:29]=1.C(Cl)Cl. The catalyst is N1C=CC=CC=1. The product is [C:1]([NH:9][C:10]1[C:11]2[N:12]=[CH:13][N:14]([C:23]=2[N:24]=[CH:25][N:26]=1)[C@@H:15]1[O:22][C@H:19]([CH2:20][O:21][C:44]([O:43][CH2:42][CH:41]([C:39]2[CH:40]=[C:35]([C:27](=[O:34])[C:28]3[CH:29]=[CH:30][CH:31]=[CH:32][CH:33]=3)[CH:36]=[CH:37][C:38]=2[N+:48]([O-:50])=[O:49])[CH3:47])=[O:45])[C@@H:17]([OH:18])[CH2:16]1)(=[O:8])[C:2]1[CH:3]=[CH:4][CH:5]=[CH:6][CH:7]=1. The yield is 0.570. (2) The reactants are [Cl:1][C:2]1[CH:7]=[CH:6][C:5]([C:8]2[O:12][C:11]([C:13]([F:16])([F:15])[F:14])=[C:10]([C:17](Cl)=[O:18])[CH:9]=2)=[CH:4][CH:3]=1.[F:20][C:21]([F:34])([F:33])[C:22]1[CH:23]=[C:24]([NH2:32])[CH:25]=[C:26]([C:28]([F:31])([F:30])[F:29])[CH:27]=1.C(N(CC)C(C)C)(C)C.Cl.C([O-])(O)=O.[Na+]. The catalyst is ClCCl. The product is [Cl:1][C:2]1[CH:7]=[CH:6][C:5]([C:8]2[O:12][C:11]([C:13]([F:16])([F:15])[F:14])=[C:10]([C:17]([NH:32][C:24]3[CH:25]=[C:26]([C:28]([F:29])([F:30])[F:31])[CH:27]=[C:22]([C:21]([F:20])([F:33])[F:34])[CH:23]=3)=[O:18])[CH:9]=2)=[CH:4][CH:3]=1. The yield is 0.580.